This data is from Oral bioavailability binary classification data from Ma et al.. The task is: Regression/Classification. Given a drug SMILES string, predict its absorption, distribution, metabolism, or excretion properties. Task type varies by dataset: regression for continuous measurements (e.g., permeability, clearance, half-life) or binary classification for categorical outcomes (e.g., BBB penetration, CYP inhibition). Dataset: bioavailability_ma. (1) The result is 1 (high bioavailability). The compound is Cc1cn([C@H]2C[C@H](N=[N+]=[N-])[C@@H](CO)O2)c(=O)[nH]c1=O. (2) The drug is CN/C(=N/C#N)NCCSCc1nc[nH]c1C. The result is 1 (high bioavailability).